From a dataset of Catalyst prediction with 721,799 reactions and 888 catalyst types from USPTO. Predict which catalyst facilitates the given reaction. Reactant: [F:1][C:2]([F:26])([F:25])[O:3][C:4]1[CH:9]=[CH:8][C:7]([N:10]2[CH:14]=[N:13][C:12]([C:15]3[CH:20]=[CH:19][C:18]([CH2:21][C:22](=O)[CH3:23])=[CH:17][CH:16]=3)=[N:11]2)=[CH:6][CH:5]=1.C([O-])(=O)C.[NH4+].C([BH3-])#[N:33].[Na+]. Product: [F:1][C:2]([F:26])([F:25])[O:3][C:4]1[CH:9]=[CH:8][C:7]([N:10]2[CH:14]=[N:13][C:12]([C:15]3[CH:20]=[CH:19][C:18]([CH2:21][CH:22]([NH2:33])[CH3:23])=[CH:17][CH:16]=3)=[N:11]2)=[CH:6][CH:5]=1. The catalyst class is: 5.